Dataset: Full USPTO retrosynthesis dataset with 1.9M reactions from patents (1976-2016). Task: Predict the reactants needed to synthesize the given product. (1) The reactants are: [Cl:1][C:2]1[CH:7]=[C:6]([C:8]([F:11])([F:10])[F:9])[CH:5]=[CH:4][C:3]=1[N:12]=[C:13]=[O:14].[NH2:15][C:16]1[CH:21]=[CH:20][C:19]([C:22]2[O:26][C:25]([C:27]([NH:29][CH:30]([CH:35]([CH3:37])[CH3:36])[C:31]([O:33][CH3:34])=[O:32])=[O:28])=[N:24][CH:23]=2)=[CH:18][CH:17]=1. Given the product [Cl:1][C:2]1[CH:7]=[C:6]([C:8]([F:11])([F:10])[F:9])[CH:5]=[CH:4][C:3]=1[NH:12][C:13](=[O:14])[NH:15][C:16]1[CH:21]=[CH:20][C:19]([C:22]2[O:26][C:25]([C:27]([NH:29][C@@H:30]([CH:35]([CH3:37])[CH3:36])[C:31]([O:33][CH3:34])=[O:32])=[O:28])=[N:24][CH:23]=2)=[CH:18][CH:17]=1, predict the reactants needed to synthesize it. (2) Given the product [CH3:1][O:2][C:3](=[O:35])[C@@H:4]([NH:13][C:14]([C:16]1[CH:17]=[C:18]([C:27]2[CH:32]=[CH:31][C:30]([F:33])=[C:29]([Cl:34])[CH:28]=2)[CH:19]=[CH:20][C:21]=1[O:22][CH2:23][CH2:24][CH2:25][CH3:26])=[O:15])[CH2:5][C:6]1[CH:11]=[CH:10][C:9]([C:42]2[CH:41]=[CH:40][CH:39]=[C:38]([C:37]([F:48])([F:47])[F:36])[CH:43]=2)=[CH:8][CH:7]=1.[CH2:23]([O:22][C:21]1[CH:20]=[CH:19][C:18]([C:27]2[CH:32]=[CH:31][C:30]([F:33])=[C:29]([Cl:34])[CH:28]=2)=[CH:17][C:16]=1[C:14]([NH:13][C@@H:4]([CH2:5][C:6]1[CH:11]=[CH:10][C:9]([C:42]2[CH:41]=[CH:40][CH:39]=[C:38]([C:37]([F:48])([F:47])[F:36])[CH:43]=2)=[CH:8][CH:7]=1)[C:3]([OH:2])=[O:35])=[O:15])[CH2:24][CH2:25][CH3:26], predict the reactants needed to synthesize it. The reactants are: [CH3:1][O:2][C:3](=[O:35])[C@@H:4]([NH:13][C:14]([C:16]1[CH:17]=[C:18]([C:27]2[CH:32]=[CH:31][C:30]([F:33])=[C:29]([Cl:34])[CH:28]=2)[CH:19]=[CH:20][C:21]=1[O:22][CH2:23][CH2:24][CH2:25][CH3:26])=[O:15])[CH2:5][C:6]1[CH:11]=[CH:10][C:9](Br)=[CH:8][CH:7]=1.[F:36][C:37]([F:48])([F:47])[C:38]1[CH:39]=[C:40](B(O)O)[CH:41]=[CH:42][CH:43]=1.C([O-])([O-])=O.[Na+].[Na+].